This data is from Full USPTO retrosynthesis dataset with 1.9M reactions from patents (1976-2016). The task is: Predict the reactants needed to synthesize the given product. (1) Given the product [Br:1][C:2]1[CH:3]=[CH:4][C:5]([C:8]([OH:10])=[O:9])=[N+:6]([O-:13])[CH:7]=1, predict the reactants needed to synthesize it. The reactants are: [Br:1][C:2]1[CH:3]=[CH:4][C:5]([C:8]([OH:10])=[O:9])=[N:6][CH:7]=1.NC(N)=[O:13].OO.FC(F)(F)C(OC(=O)C(F)(F)F)=O. (2) Given the product [CH2:30]([O:29][CH:8]([CH2:9][C:10]1[CH:15]=[CH:14][C:13]([O:16][CH2:17][CH2:18][C:19]2[CH:20]=[CH:21][C:22]([S:25]([CH3:28])(=[O:26])=[O:27])=[CH:23][CH:24]=2)=[CH:12][CH:11]=1)[C:7]([OH:32])=[O:6])[CH3:31], predict the reactants needed to synthesize it. The reactants are: O.[OH-].[Li+].C([O:6][C:7](=[O:32])[CH:8]([O:29][CH2:30][CH3:31])[CH2:9][C:10]1[CH:15]=[CH:14][C:13]([O:16][CH2:17][CH2:18][C:19]2[CH:24]=[CH:23][C:22]([S:25]([CH3:28])(=[O:27])=[O:26])=[CH:21][CH:20]=2)=[CH:12][CH:11]=1)C.Cl. (3) Given the product [C:1]([NH:4][C@H:5]([C:6]([NH:8][CH2:9][CH2:10][CH2:11][CH2:12][C:13]([NH:15][C@H:16]([C:17]([OH:19])=[O:18])[CH2:20][C:21]1[CH:22]=[CH:23][C:24]([OH:27])=[CH:25][CH:26]=1)=[O:14])=[O:7])[CH2:32][C:33]1[CH:38]=[CH:37][C:36]([N:39]([C:62]([C:63]([OH:65])=[O:64])=[O:70])[C:40]2[CH:45]=[CH:44][CH:43]=[CH:42][C:41]=2[C:46]([OH:48])=[O:47])=[C:35]([CH2:71][CH3:72])[CH:34]=1)(=[O:3])[CH3:2], predict the reactants needed to synthesize it. The reactants are: [C:1]([NH:4][CH:5]([CH2:32][C:33]1[CH:38]=[CH:37][C:36]([N:39]([C:62](=[O:70])[C:63]([O:65]C(C)(C)C)=[O:64])[C:40]2[CH:45]=[CH:44][CH:43]=[CH:42][C:41]=2[C:46]([O:48]C(C2C=CC=CC=2)C2C=CC=CC=2)=[O:47])=[C:35]([CH2:71][CH3:72])[CH:34]=1)[C:6]([NH:8][CH2:9][CH2:10][CH2:11][CH2:12][C:13]([NH:15][C@@H:16]([CH2:20][C:21]1[CH:26]=[CH:25][C:24]([O:27]C(C)(C)C)=[CH:23][CH:22]=1)[C:17]([OH:19])=[O:18])=[O:14])=[O:7])(=[O:3])[CH3:2].FC(F)(F)C(O)=O.ClCCl. (4) The reactants are: [NH2:1][C:2]1[C:3]([C:14]([OH:16])=O)=[N:4][CH:5]=[N:6][C:7]=1[CH:8]1[CH2:13][CH2:12][O:11][CH2:10][CH2:9]1.[Cl:17][C:18]1[CH:23]=[CH:22][C:21]([C@H:24]2[CH2:29][CH2:28][NH:27][C:26]([S:30][CH3:31])=[N:25]2)=[CH:20][CH:19]=1.CN(C(ON1N=NC2C=CC=CC1=2)=[N+](C)C)C.[B-](F)(F)(F)F.CCN(C(C)C)C(C)C. Given the product [NH2:1][C:2]1[C:3]([C:14]([N:27]2[CH2:28][CH2:29][CH:24]([C:21]3[CH:20]=[CH:19][C:18]([Cl:17])=[CH:23][CH:22]=3)[N:25]=[C:26]2[S:30][CH3:31])=[O:16])=[N:4][CH:5]=[N:6][C:7]=1[CH:8]1[CH2:9][CH2:10][O:11][CH2:12][CH2:13]1, predict the reactants needed to synthesize it. (5) Given the product [NH2:34][C:18]1[C:19]2[N:20]([C:22]([C:25]([NH:27][C:28]3[CH:29]=[CH:30][N:31]=[CH:32][CH:33]=3)=[O:26])=[CH:23][N:24]=2)[N:21]=[C:16]([NH:15][CH:12]2[CH2:13][CH2:14][CH:9]([NH2:8])[CH2:10][CH2:11]2)[CH:17]=1, predict the reactants needed to synthesize it. The reactants are: C(O)(C(F)(F)F)=O.[NH2:8][C@H:9]1[CH2:14][CH2:13][C@H:12]([NH:15][C:16]2[CH:17]=[C:18]([NH:34]CC3C=CC(OC)=CC=3)[C:19]3[N:20]([C:22]([C:25]([NH:27][C:28]4[CH:33]=[CH:32][N:31]=[CH:30][CH:29]=4)=[O:26])=[CH:23][N:24]=3)[N:21]=2)[CH2:11][CH2:10]1.